Dataset: Full USPTO retrosynthesis dataset with 1.9M reactions from patents (1976-2016). Task: Predict the reactants needed to synthesize the given product. (1) The reactants are: CC1C=CC(S([O:11][C:12]2[C:13]3[S:20][C:19]([C:21]4[N:25]5[N:26]=[C:27]([Cl:30])[CH:28]=[CH:29][C:24]5=[N:23][CH:22]=4)=[CH:18][C:14]=3[CH:15]=[N:16][CH:17]=2)(=O)=O)=CC=1.[OH-].[Na+]. Given the product [Cl:30][C:27]1[CH:28]=[CH:29][C:24]2[N:25]([C:21]([C:19]3[S:20][C:13]4[C:12]([OH:11])=[CH:17][N:16]=[CH:15][C:14]=4[CH:18]=3)=[CH:22][N:23]=2)[N:26]=1, predict the reactants needed to synthesize it. (2) Given the product [CH2:28]([O:30][C:31](=[O:59])[CH2:32][CH2:33][CH2:34][CH2:35][CH2:36][O:37][CH2:38][CH2:39][O:40][CH2:41][CH2:42][O:43][CH2:44][CH2:45][O:46][CH2:47][CH2:48][O:49][CH2:50][CH2:51][O:52][CH2:53][CH2:54][O:24][CH2:23][CH2:22][O:21][CH3:20])[CH3:29], predict the reactants needed to synthesize it. The reactants are: [H-].[Na+].CCC1(C2C=CC=CC=2)C(=O)NC(=O)NC1=O.[CH3:20][O:21][CH2:22][CH2:23][O:24]CCO.[CH2:28]([O:30][C:31](=[O:59])[CH2:32][CH2:33][CH2:34][CH2:35][CH2:36][O:37][CH2:38][CH2:39][O:40][CH2:41][CH2:42][O:43][CH2:44][CH2:45][O:46][CH2:47][CH2:48][O:49][CH2:50][CH2:51][O:52][CH2:53][CH2:54]S(C)(=O)=O)[CH3:29]. (3) Given the product [CH3:24][O:23][CH2:22][CH2:21][N:16]1[CH2:15][C:14]2([CH2:25][CH2:26][N:11]([S:8]([C:5]3[CH:6]=[CH:7][C:2]([C:35]4[CH:44]=[C:43]5[C:38]([CH:39]=[CH:40][CH:41]=[N:42]5)=[CH:37][CH:36]=4)=[CH:3][CH:4]=3)(=[O:10])=[O:9])[CH2:12][CH2:13]2)[O:19][CH2:18][C:17]1=[O:20], predict the reactants needed to synthesize it. The reactants are: Br[C:2]1[CH:7]=[CH:6][C:5]([S:8]([N:11]2[CH2:26][CH2:25][C:14]3([O:19][CH2:18][C:17](=[O:20])[N:16]([CH2:21][CH2:22][O:23][CH3:24])[CH2:15]3)[CH2:13][CH2:12]2)(=[O:10])=[O:9])=[CH:4][CH:3]=1.CC1(C)C(C)(C)OB([C:35]2[CH:44]=[C:43]3[C:38]([CH:39]=[CH:40][CH:41]=[N:42]3)=[CH:37][CH:36]=2)O1.C(=O)([O-])[O-].[K+].[K+]. (4) Given the product [CH3:1][O:2][CH:3]([O:11][CH3:12])[C:4]1[CH:9]=[CH:8][N:7]=[C:6]([NH2:13])[CH:5]=1, predict the reactants needed to synthesize it. The reactants are: [CH3:1][O:2][CH:3]([O:11][CH3:12])[C:4]1[CH:9]=[CH:8][N:7]=[C:6](Cl)[CH:5]=1.[NH3:13]. (5) Given the product [OH:31][C:27]1([C:24]2[CH:25]=[CH:26][C:21]([C:2]3[S:6][C:5]([N+:7]([O-:9])=[O:8])=[C:4]([C:10]([NH2:12])=[O:11])[CH:3]=3)=[CH:22][CH:23]=2)[CH2:30][O:29][CH2:28]1, predict the reactants needed to synthesize it. The reactants are: Br[C:2]1[S:6][C:5]([N+:7]([O-:9])=[O:8])=[C:4]([C:10]([NH2:12])=[O:11])[CH:3]=1.CC1(C)C(C)(C)OB([C:21]2[CH:26]=[CH:25][C:24]([C:27]3([OH:31])[CH2:30][O:29][CH2:28]3)=[CH:23][CH:22]=2)O1.C([O-])([O-])=O.[Na+].[Na+].[NH4+].[Cl-]. (6) Given the product [CH2:1]([O:8][C:9]([N:11]([CH3:26])[C:12]1[CH:17]=[CH:16][CH:15]=[CH:14][C:13]=1[C:18]([F:24])([F:25])[C:19]([OH:21])=[O:20])=[O:10])[C:2]1[CH:3]=[CH:4][CH:5]=[CH:6][CH:7]=1, predict the reactants needed to synthesize it. The reactants are: [CH2:1]([O:8][C:9]([N:11]([CH3:26])[C:12]1[CH:17]=[CH:16][CH:15]=[CH:14][C:13]=1[C:18]([F:25])([F:24])[C:19]([O:21]CC)=[O:20])=[O:10])[C:2]1[CH:7]=[CH:6][CH:5]=[CH:4][CH:3]=1.CO.O1CCCC1.O.[OH-].[Li+]. (7) Given the product [NH2:22][C:4]1[N:3]=[C:2]([F:1])[N:10]=[C:9]2[C:5]=1[N:6]=[C:7]([CH2:11][C:12]1[C:20]([I:21])=[CH:19][C:15]3[O:16][CH2:17][O:18][C:14]=3[CH:13]=1)[N:8]2[CH2:35][CH2:34][CH2:32][CH2:33][OH:29], predict the reactants needed to synthesize it. The reactants are: [F:1][C:2]1[N:10]=[C:9]2[C:5]([N:6]=[C:7]([CH2:11][C:12]3[C:20]([I:21])=[CH:19][C:15]4[O:16][CH2:17][O:18][C:14]=4[CH:13]=3)[NH:8]2)=[C:4]([NH2:22])[N:3]=1.C([O-])([O-])=O.[Cs+].[Cs+].[O:29]1[CH2:33][C:32](=[CH:34][CH2:35]CC2NC3C(N=2)=C(N)N=C(N)N=3)OC1. (8) Given the product [OH:32][CH2:31][CH2:30][N:27]1[CH2:28][CH2:29][N:24]([NH:23][C:14]([C:11]2[CH:12]=[N:13][C:8]([C:4]3[CH:5]=[CH:6][CH:7]=[C:2]([F:1])[CH:3]=3)=[N:9][CH:10]=2)=[O:16])[CH2:25][CH2:26]1, predict the reactants needed to synthesize it. The reactants are: [F:1][C:2]1[CH:3]=[C:4]([C:8]2[N:13]=[CH:12][C:11]([C:14]([OH:16])=O)=[CH:10][N:9]=2)[CH:5]=[CH:6][CH:7]=1.C(Cl)(=O)C(Cl)=O.[NH2:23][N:24]1[CH2:29][CH2:28][N:27]([CH2:30][CH2:31][OH:32])[CH2:26][CH2:25]1.CN1C(=O)CCC1. (9) Given the product [CH3:1][O:2][C:3](=[O:15])[CH2:4][O:5][C:6]1[CH:11]=[CH:10][C:9]([Cl:12])=[CH:8][C:7]=1[CH2:13][OH:14], predict the reactants needed to synthesize it. The reactants are: [CH3:1][O:2][C:3](=[O:15])[CH2:4][O:5][C:6]1[CH:11]=[CH:10][C:9]([Cl:12])=[CH:8][C:7]=1[CH:13]=[O:14].[BH4-].[Na+].O. (10) Given the product [C:1]([C:3]1[C:4]([C:15]2[CH:20]=[CH:19][C:18]([Cl:21])=[CH:17][C:16]=2[Cl:22])=[C:5]([C:12]([NH2:14])=[O:13])[S:6][C:7]=1[N:27]1[CH2:28][CH2:29][O:30][CH:25]([CH2:24][OH:23])[CH2:26]1)#[N:2], predict the reactants needed to synthesize it. The reactants are: [C:1]([C:3]1[C:4]([C:15]2[CH:20]=[CH:19][C:18]([Cl:21])=[CH:17][C:16]=2[Cl:22])=[C:5]([C:12]([NH2:14])=[O:13])[S:6][C:7]=1S(C)(=O)=O)#[N:2].[OH:23][CH2:24][CH:25]1[O:30][CH2:29][CH2:28][NH:27][CH2:26]1.